This data is from Full USPTO retrosynthesis dataset with 1.9M reactions from patents (1976-2016). The task is: Predict the reactants needed to synthesize the given product. (1) Given the product [Br:18][C:16]1[N:17]=[C:12]([NH:11][C:8]2[CH:7]=[CH:6][C:5]([C:4]([OH:22])=[O:3])=[CH:10][CH:9]=2)[C:13]2[N:14]([CH:19]=[CH:20][N:21]=2)[CH:15]=1, predict the reactants needed to synthesize it. The reactants are: C([O:3][C:4](=[O:22])[C:5]1[CH:10]=[CH:9][C:8]([NH:11][C:12]2[C:13]3[N:14]([CH:19]=[CH:20][N:21]=3)[CH:15]=[C:16]([Br:18])[N:17]=2)=[CH:7][CH:6]=1)C.[OH-].[Na+]. (2) Given the product [NH2:38][CH2:30][C:14]1[N:13]2[C:8]([N:5]3[CH2:4][CH2:3][N:2]([CH3:1])[CH2:7][CH2:6]3)=[CH:9][CH:10]=[CH:11][C:12]2=[N:16][C:15]=1[CH2:17][N:18]([CH3:29])[C@@H:19]1[C:28]2[N:27]=[CH:26][CH:25]=[CH:24][C:23]=2[CH2:22][CH2:21][CH2:20]1, predict the reactants needed to synthesize it. The reactants are: [CH3:1][N:2]1[CH2:7][CH2:6][N:5]([C:8]2[N:13]3[C:14]([CH:30]=O)=[C:15]([CH2:17][N:18]([CH3:29])[C@@H:19]4[C:28]5[N:27]=[CH:26][CH:25]=[CH:24][C:23]=5[CH2:22][CH2:21][CH2:20]4)[N:16]=[C:12]3[CH:11]=[CH:10][CH:9]=2)[CH2:4][CH2:3]1.C([O-])(=O)C.[NH4+].C([BH3-])#[N:38].[Na+].C(=O)([O-])[O-].[Na+].[Na+]. (3) Given the product [C:20]([O:19][C@@H:12]1[C@H:11]([O:23][CH2:24][C:25]2[CH:26]=[CH:27][CH:28]=[CH:29][CH:30]=2)[C@@:10]([C:9]#[C:8][Si:3]([CH2:6][CH3:7])([CH2:4][CH3:5])[CH2:1][CH3:2])([CH2:31][O:32][CH2:33][C:34]2[CH:39]=[CH:38][CH:37]=[CH:36][CH:35]=2)[O:18][C@H:13]1[N:44]1[C:43]2[N:42]=[CH:41][N:40]=[C:48]([NH2:49])[C:47]=2[N:46]=[CH:45]1)(=[O:22])[CH3:21], predict the reactants needed to synthesize it. The reactants are: [CH2:1]([Si:3]([C:8]#[C:9][C@:10]1([CH2:31][O:32][CH2:33][C:34]2[CH:39]=[CH:38][CH:37]=[CH:36][CH:35]=2)[O:18][CH:13](OC(=O)C)[C@H:12]([O:19][C:20](=[O:22])[CH3:21])[C@@H:11]1[O:23][CH2:24][C:25]1[CH:30]=[CH:29][CH:28]=[CH:27][CH:26]=1)([CH2:6][CH3:7])[CH2:4][CH3:5])[CH3:2].[N:40]1[C:48]([NH2:49])=[C:47]2[C:43]([N:44]=[CH:45][NH:46]2)=[N:42][CH:41]=1.C/C(/O[Si](C)(C)C)=N\[Si](C)(C)C.FC(F)(F)S(O[Si](C)(C)C)(=O)=O.C(=O)([O-])O.[Na+].